This data is from Forward reaction prediction with 1.9M reactions from USPTO patents (1976-2016). The task is: Predict the product of the given reaction. (1) Given the reactants [NH2:1][C:2]1[N:6]([CH3:7])[C:5](=[O:8])[C:4]([C:15]2[CH:20]=[CH:19][CH:18]=[C:17](Br)[CH:16]=2)([C:9]2[CH:14]=[CH:13][CH:12]=[CH:11][CH:10]=2)[N:3]=1.[CH3:22][O:23][C:24]1[CH:25]=[C:26]([OH:39])[CH:27]=[C:28](B2OC(C)(C)C(C)(C)O2)[CH:29]=1, predict the reaction product. The product is: [NH2:1][C:2]1[N:6]([CH3:7])[C:5](=[O:8])[C:4]([C:15]2[CH:16]=[C:17]([C:28]3[CH:29]=[C:24]([O:23][CH3:22])[CH:25]=[C:26]([OH:39])[CH:27]=3)[CH:18]=[CH:19][CH:20]=2)([C:9]2[CH:14]=[CH:13][CH:12]=[CH:11][CH:10]=2)[N:3]=1. (2) Given the reactants [O:1]=[C:2]1[C:11]2[C:6](=[C:7]([O:21]COCC[Si](C)(C)C)[CH:8]=[C:9]([C:12]3[S:13][CH:14]=[C:15]([C:17]([O:19][CH3:20])=[O:18])[N:16]=3)[CH:10]=2)[N:5]=[CH:4][N:3]1COCC[Si](C)(C)C, predict the reaction product. The product is: [OH:21][C:7]1[CH:8]=[C:9]([C:12]2[S:13][CH:14]=[C:15]([C:17]([O:19][CH3:20])=[O:18])[N:16]=2)[CH:10]=[C:11]2[C:6]=1[N:5]=[CH:4][NH:3][C:2]2=[O:1].